This data is from Forward reaction prediction with 1.9M reactions from USPTO patents (1976-2016). The task is: Predict the product of the given reaction. The product is: [Cl:1][C:2]1[C:3]([CH3:9])=[C:4]([OH:10])[CH:5]=[CH:6][CH:7]=1. Given the reactants [Cl:1][C:2]1[CH:7]=[CH:6][CH:5]=[C:4](Cl)[C:3]=1[CH3:9].[OH-:10].[K+].O, predict the reaction product.